From a dataset of Experimentally validated miRNA-target interactions with 360,000+ pairs, plus equal number of negative samples. Binary Classification. Given a miRNA mature sequence and a target amino acid sequence, predict their likelihood of interaction. The miRNA is hsa-miR-7161-5p with sequence UAAAGACUGUAGAGGCAACUGGU. The protein sequence of the target gene is MEDLDALLSDLETTTSHMPRSGAPKERPAEPLTPPPSYGHQPQTGSGESSGASGDKDHLYSTVCKPRSPKPAAPAAPPFSSSSGVLGTGLCELDRLLQELNATQFNITDEIMSQFPSSKVASGEQKEDQSEDKKRPSLPSSPSPGLPKASATSATLELDRLMASLSDFRVQNHLPASGPTQPPVVSSTNEGSPSPPEPTGKGSLDTMLGLLQSDLSRRGVPTQAKGLCGSCNKPIAGQVVTALGRAWHPEHFVCGGCSTALGGSSFFEKDGAPFCPECYFERFSPRCGFCNQPIRHKMVT.... Result: 0 (no interaction).